Task: Predict the reaction yield, written as a fraction of the theoretical maximum amount of product (1.0 means a 100% yield; for example, 0.34 means a 34% yield).. Dataset: Reaction yield outcomes from USPTO patents with 853,638 reactions (1) The reactants are [H-].[Na+].O1CCCC1.[CH3:8][O:9][C:10](=[O:28])[C:11]1[CH:16]=[CH:15][CH:14]=[CH:13][C:12]=1[CH2:17][S:18][C:19]1[NH:20][C:21]2[CH:27]=[CH:26][CH:25]=[CH:24][C:22]=2[N:23]=1.[C:29]([O:33][C:34](=[O:43])[C:35]1[CH:40]=[CH:39][CH:38]=[CH:37][C:36]=1[CH2:41]Br)([CH3:32])([CH3:31])[CH3:30]. The catalyst is O. The product is [CH3:8][O:9][C:10](=[O:28])[C:11]1[CH:16]=[CH:15][CH:14]=[CH:13][C:12]=1[CH2:17][S:18][C:19]1[N:20]([CH2:41][C:36]2[CH:37]=[CH:38][CH:39]=[CH:40][C:35]=2[C:34]([O:33][C:29]([CH3:32])([CH3:31])[CH3:30])=[O:43])[C:21]2[CH:27]=[CH:26][CH:25]=[CH:24][C:22]=2[N:23]=1. The yield is 0.710. (2) The reactants are [C:1]([O:4][CH2:5][C@@:6]1([C:21]#[CH:22])[O:10][C@@H:9]([N:11]2[CH:19]=[C:17]([CH3:18])[C:15](=[O:16])[NH:14][C:12]2=[O:13])[CH2:8][C@H:7]1[OH:20])(=[O:3])[CH3:2].[CH3:23][S:24](Cl)(=[O:26])=[O:25]. The catalyst is N1C=CC=CC=1. The product is [C:1]([O:4][CH2:5][C@@:6]1([C:21]#[CH:22])[O:10][C@@H:9]([N:11]2[CH:19]=[C:17]([CH3:18])[C:15](=[O:16])[NH:14][C:12]2=[O:13])[CH2:8][C@H:7]1[O:20][S:24]([CH3:23])(=[O:26])=[O:25])(=[O:3])[CH3:2]. The yield is 1.00.